Dataset: Full USPTO retrosynthesis dataset with 1.9M reactions from patents (1976-2016). Task: Predict the reactants needed to synthesize the given product. (1) The reactants are: [NH2:1][C:2]1[N:10]=[CH:9][CH:8]=[CH:7][C:3]=1[C:4]([OH:6])=O.Cl.CN.C(Cl)CCl.C1C=CC2N(O)N=[N:24][C:22]=2C=1.CCN(C(C)C)C(C)C. Given the product [NH2:1][C:2]1[N:10]=[CH:9][CH:8]=[CH:7][C:3]=1[C:4]([NH:24][CH3:22])=[O:6], predict the reactants needed to synthesize it. (2) Given the product [ClH:25].[N+:1]([O:4][CH2:5][CH2:6][CH2:7][CH2:8][O:9][C:10](=[O:23])[C@@H:11]1[CH2:15][CH2:14][CH2:13][NH:12]1)([O-:3])=[O:2], predict the reactants needed to synthesize it. The reactants are: [N+:1]([O:4][CH2:5][CH2:6][CH2:7][CH2:8][O:9][C:10](=[O:23])[C@@H:11]1[CH2:15][CH2:14][CH2:13][N:12]1C(OC(C)(C)C)=O)([O-:3])=[O:2].C(Cl)[Cl:25]. (3) Given the product [Cl:1][C:2]1[N:7]=[CH:6][C:5]([C@@H:8]2[CH2:12][CH2:11][CH2:10][C@H:9]2[O:13][S:22]([CH3:21])(=[O:24])=[O:23])=[CH:4][CH:3]=1, predict the reactants needed to synthesize it. The reactants are: [Cl:1][C:2]1[N:7]=[CH:6][C:5]([C@@H:8]2[CH2:12][CH2:11][CH2:10][C@H:9]2[OH:13])=[CH:4][CH:3]=1.CCN(CC)CC.[CH3:21][S:22](Cl)(=[O:24])=[O:23].CCOC(C)=O. (4) Given the product [F:24][C:2]([F:1])([CH2:17][C:18]1[CH:23]=[CH:22][CH:21]=[CH:20][CH:19]=1)[CH2:3][C@H:4]([NH:8][C:9]([N:11]1[CH2:16][CH2:15][O:14][CH2:13][CH2:12]1)=[O:10])[C:5](=[O:7])[NH:26][C@H:27]([C:28]([C:30]1[O:31][CH:32]=[CH:33][N:34]=1)=[O:29])[CH2:35][CH3:36], predict the reactants needed to synthesize it. The reactants are: [F:1][C:2]([F:24])([CH2:17][C:18]1[CH:23]=[CH:22][CH:21]=[CH:20][CH:19]=1)[CH2:3][C@H:4]([NH:8][C:9]([N:11]1[CH2:16][CH2:15][O:14][CH2:13][CH2:12]1)=[O:10])[C:5]([OH:7])=O.Cl.[NH2:26][CH:27]([CH2:35][CH3:36])[C@@H:28]([C:30]1[O:31][CH:32]=[CH:33][N:34]=1)[OH:29]. (5) Given the product [NH2:8][C@@H:9]([CH2:28][C:29]1[CH:30]=[CH:31][CH:32]=[CH:33][CH:34]=1)[CH2:10][NH:11][C@H:12]([C:14]([NH:16][C@H:17]([C:21]([NH:23][CH2:24][CH:25]([CH3:26])[CH3:27])=[O:22])[CH:18]([CH3:19])[CH3:20])=[O:15])[CH3:13], predict the reactants needed to synthesize it. The reactants are: C(OC([NH:8][C@@H:9]([CH2:28][C:29]1[CH:34]=[CH:33][CH:32]=[CH:31][CH:30]=1)[CH2:10][NH:11][C@H:12]([C:14]([NH:16][C@H:17]([C:21]([NH:23][CH2:24][CH:25]([CH3:27])[CH3:26])=[O:22])[CH:18]([CH3:20])[CH3:19])=[O:15])[CH3:13])=O)(C)(C)C.FC(F)(F)C(O)=O.ClCCl. (6) Given the product [CH3:1][C:2]1[CH:6]=[C:5]([CH3:7])[N:4]([CH2:8][C:9]([N:11]2[CH2:16][CH2:15][N:14]([C:17]3[CH:22]=[CH:21][CH:20]=[CH:19][C:18]=3[C:23]3[CH:24]=[N:25][C:26]([S:33]([CH3:37])(=[O:35])=[O:32])=[N:27][CH:28]=3)[CH2:13][CH2:12]2)=[O:10])[N:3]=1, predict the reactants needed to synthesize it. The reactants are: [CH3:1][C:2]1[CH:6]=[C:5]([CH3:7])[N:4]([CH2:8][C:9]([N:11]2[CH2:16][CH2:15][N:14]([C:17]3[CH:22]=[CH:21][CH:20]=[CH:19][C:18]=3[C:23]3[CH:24]=[N:25][C:26](SC)=[N:27][CH:28]=3)[CH2:13][CH2:12]2)=[O:10])[N:3]=1.O[O:32][S:33]([O-:35])=O.[K+].[CH2:37]1COCC1. (7) Given the product [N+:22]([C:25]1[CH:26]=[CH:27][C:28]([CH2:29][CH2:30][NH:31][C:13](=[O:21])[CH2:14][CH2:15][CH2:16][CH2:17][CH2:18][CH3:19])=[CH:32][CH:33]=1)([O-:24])=[O:23], predict the reactants needed to synthesize it. The reactants are: Cl.CN(C)CCCN=C=NCC.[C:13]([OH:21])(=O)[CH2:14][CH2:15][CH2:16][CH2:17][CH2:18][CH3:19].[N+:22]([C:25]1[CH:33]=[CH:32][C:28]([CH2:29][CH2:30][NH2:31])=[CH:27][CH:26]=1)([O-:24])=[O:23].C(N(CC)CC)C. (8) Given the product [CH3:2][C:3]1[CH:18]=[CH:17][C:6]2[NH:7][C:8]3[CH:16]=[CH:15][CH:14]=[CH:13][C:9]=3[N:10]=[C:11]([N:12]3[CH2:30][CH2:29][NH:28][C@@H:27]([CH2:19][CH2:20][C:21]4[CH:22]=[CH:23][CH:24]=[CH:25][CH:26]=4)[CH2:32]3)[C:5]=2[CH:4]=1, predict the reactants needed to synthesize it. The reactants are: Cl.[CH3:2][C:3]1[CH:18]=[CH:17][C:6]2[NH:7][C:8]3[CH:16]=[CH:15][CH:14]=[CH:13][C:9]=3[N:10]=[C:11]([NH2:12])[C:5]=2[CH:4]=1.[CH2:19]([C@H:27]1[CH2:32]N[CH2:30][CH2:29][NH:28]1)[CH2:20][C:21]1[CH:26]=[CH:25][CH:24]=[CH:23][CH:22]=1.C(N(CC)C(C)C)(C)C.CS(C)=O.